From a dataset of Forward reaction prediction with 1.9M reactions from USPTO patents (1976-2016). Predict the product of the given reaction. (1) Given the reactants [CH3:1][N:2]([CH3:29])[C:3]1[N:8]=[CH:7][C:6]([C:9]2[C:22]3[C:17](=[CH:18][C:19]([O:25][CH2:26][CH3:27])=[C:20]([O:23][CH3:24])[CH:21]=3)[C@@H:16]3[C@@H:11]([CH2:12][CH2:13][C@@H:14]([OH:28])[CH2:15]3)[N:10]=2)=[CH:5][N:4]=1.[O:30]=[C:31]([CH2:35][CH2:36][C:37]([OH:39])=[O:38])[C:32](O)=[O:33], predict the reaction product. The product is: [O:30]=[C:31]([CH2:35][CH2:36][C:37]([OH:39])=[O:38])[C:32]([O:28][C@@H:14]1[CH2:13][CH2:12][C@@H:11]2[C@@H:16]([C:17]3[C:22]([C:9]([C:6]4[CH:7]=[N:8][C:3]([N:2]([CH3:1])[CH3:29])=[N:4][CH:5]=4)=[N:10]2)=[CH:21][C:20]([O:23][CH3:24])=[C:19]([O:25][CH2:26][CH3:27])[CH:18]=3)[CH2:15]1)=[O:33]. (2) Given the reactants Br[C:2]1[C:3]([F:17])=[CH:4][C:5]2[S:9][C:8]([NH:10][C:11]([NH:13][CH2:14][CH3:15])=[O:12])=[N:7][C:6]=2[CH:16]=1.CC1(C)C(C)(C)OB([C:26]2[CH:27]=[N:28][C:29]([N:32]3[CH2:37][CH2:36][N:35]([C:38]([O:40][C:41]([CH3:44])([CH3:43])[CH3:42])=[O:39])[CH2:34][CH2:33]3)=[N:30][CH:31]=2)O1.[O-]P([O-])([O-])=O.[K+].[K+].[K+], predict the reaction product. The product is: [CH2:14]([NH:13][C:11](=[O:12])[NH:10][C:8]1[S:9][C:5]2[CH:4]=[C:3]([F:17])[C:2]([C:26]3[CH:31]=[N:30][C:29]([N:32]4[CH2:33][CH2:34][N:35]([C:38]([O:40][C:41]([CH3:44])([CH3:43])[CH3:42])=[O:39])[CH2:36][CH2:37]4)=[N:28][CH:27]=3)=[CH:16][C:6]=2[N:7]=1)[CH3:15]. (3) Given the reactants [C:1]([N+:8]1([O-])[CH2:12][CH:11]=[CH:10][CH2:9]1)([O:3][C:4]([CH3:7])([CH3:6])[CH3:5])=[O:2].[N-:14]=[N+:15]=[N-:16].[Na+].[NH4+].[Cl-].C[OH:21].O, predict the reaction product. The product is: [C:1]([N:8]1[CH2:12][C@@H:11]([OH:21])[C@H:10]([N:14]=[N+:15]=[N-:16])[CH2:9]1)([O:3][C:4]([CH3:7])([CH3:6])[CH3:5])=[O:2]. (4) Given the reactants Cl[C:2]1[CH:3]=[C:4]([CH:23]=[CH:24][C:25]=1[Cl:26])[O:5][CH:6]1[CH2:11][CH2:10][N:9]([S:12]([C:15]2[C:16]([CH3:22])=[N:17][N:18]([CH3:21])[C:19]=2C)(=[O:14])=[O:13])[CH2:8][CH2:7]1.[Cl:27]C1N(C)N=C(C)C=1S(Cl)(=O)=O.Cl.ClC1C=CC(OC2CCNCC2)=CC=1, predict the reaction product. The product is: [Cl:27][C:19]1[N:18]([CH3:21])[N:17]=[C:16]([CH3:22])[C:15]=1[S:12]([N:9]1[CH2:8][CH2:7][CH:6]([O:5][C:4]2[CH:23]=[CH:24][C:25]([Cl:26])=[CH:2][CH:3]=2)[CH2:11][CH2:10]1)(=[O:13])=[O:14]. (5) Given the reactants Cl.[CH3:2][C:3]1[S:4][C:5]([C:8](=[NH:10])[NH2:9])=[CH:6][N:7]=1.O.[NH2:12]N.[C:14]([NH:17][CH:18]([CH3:26])[C:19](=O)[C:20](OCC)=[O:21])(=[O:16])[CH3:15], predict the reaction product. The product is: [CH3:2][C:3]1[S:4][C:5]([C:8]2[NH:9][C:20](=[O:21])[C:19]([CH:18]([NH:17][C:14](=[O:16])[CH3:15])[CH3:26])=[N:12][N:10]=2)=[CH:6][N:7]=1. (6) Given the reactants C([O:8][C:9]1[CH:18]=[CH:17][C:16]([C:19](=[O:25])[CH:20](OCC)O)=[CH:15][C:10]=1[C:11]([O:13]C)=O)C1C=CC=CC=1.[CH3:26][O:27][C:28]1[CH:38]=[CH:37][C:31]([CH2:32][C:33]2([NH2:36])[CH2:35][CH2:34]2)=[CH:30][CH:29]=1.FC(F)(F)C([O-])=O, predict the reaction product. The product is: [OH:25][CH:19]([C:16]1[CH:17]=[CH:18][C:9]([OH:8])=[C:10]([CH2:11][OH:13])[CH:15]=1)[CH2:20][NH:36][C:33]1([CH2:32][C:31]2[CH:37]=[CH:38][C:28]([O:27][CH3:26])=[CH:29][CH:30]=2)[CH2:35][CH2:34]1.